Dataset: Full USPTO retrosynthesis dataset with 1.9M reactions from patents (1976-2016). Task: Predict the reactants needed to synthesize the given product. Given the product [Si:21]([O:1][C@H:2]1[CH2:3][CH2:4][C@H:5]([C:8]([O:10][CH3:11])=[O:9])[CH2:6][CH2:7]1)([C:17]([CH3:20])([CH3:19])[CH3:18])([CH3:23])[CH3:22], predict the reactants needed to synthesize it. The reactants are: [OH:1][C@H:2]1[CH2:7][CH2:6][C@H:5]([C:8]([O:10][CH3:11])=[O:9])[CH2:4][CH2:3]1.N1C=CN=C1.[C:17]([Si:21](Cl)([CH3:23])[CH3:22])([CH3:20])([CH3:19])[CH3:18].